This data is from Forward reaction prediction with 1.9M reactions from USPTO patents (1976-2016). The task is: Predict the product of the given reaction. (1) Given the reactants [CH3:1][C:2]1([CH3:5])[CH2:4][S:3]1.[CH2:6]([NH:10][C:11]#[N:12])[CH2:7][CH2:8][CH3:9].C(=O)([O-])[O-].[K+].[K+].O, predict the reaction product. The product is: [CH2:6]([N:10]1[CH2:4][C:2]([CH3:1])([CH3:5])[S:3][C:11]1=[NH:12])[CH2:7][CH2:8][CH3:9]. (2) Given the reactants Cl.[CH3:2][CH:3]([CH3:7])[C:4](=[NH:6])[NH2:5].[Cl:8][C:9](Cl)(Cl)[S:10](Cl)(=O)=O.[OH-].[Na+], predict the reaction product. The product is: [Cl:8][C:9]1[S:10][N:5]=[C:4]([CH:3]([CH3:7])[CH3:2])[N:6]=1.